This data is from Orexin1 receptor HTS with 218,158 compounds and 233 confirmed actives. The task is: Binary Classification. Given a drug SMILES string, predict its activity (active/inactive) in a high-throughput screening assay against a specified biological target. (1) The drug is O(c1c(CN2CCN(CC2)C)c2c(cc1)cccc2)C. The result is 0 (inactive). (2) The compound is O=C(NC(c1ccccc1)c1ccccc1)CN1C(CCCC1)C. The result is 0 (inactive). (3) The compound is O(C(=O)C=1C(NC(=O)N(C1C)C)c1c2c(ccc1)cccc2)CC. The result is 0 (inactive). (4) The result is 0 (inactive). The drug is OC1(c2c(NC1=O)ccc(c2)C)CC(=O)c1cc2OCOc2cc1. (5) The result is 0 (inactive). The compound is Clc1ccc(NC(=O)CCC(=O)Nc2sc(nn2)C(C)C)cc1. (6) The compound is [O-][N+](=O)c1c(CNC2CCCCCC2)cccc1. The result is 0 (inactive). (7) The drug is O(c1cc(c2[nH]c3c4c(ccc3)cccc4n2)ccc1)C. The result is 0 (inactive).